Dataset: Reaction yield outcomes from USPTO patents with 853,638 reactions. Task: Predict the reaction yield, written as a fraction of the theoretical maximum amount of product (1.0 means a 100% yield; for example, 0.34 means a 34% yield). (1) The yield is 0.820. The reactants are [C:1]1([CH2:7][CH2:8][CH2:9][NH2:10])[CH:6]=[CH:5][CH:4]=[CH:3][CH:2]=1.[Li]CCCC.C([O:18][C:19](=O)[C:20]1[CH:25]=[C:24]([C:26]2[CH:31]=[CH:30][CH:29]=[C:28]([Cl:32])[CH:27]=2)[C:23]([O:33][CH2:34][CH2:35][OH:36])=[C:22]([C:37]2[CH:42]=[CH:41][CH:40]=[C:39]([Cl:43])[CH:38]=2)[CH:21]=1)C. The catalyst is C1COCC1. The product is [C:1]1([CH2:7][CH2:8][CH2:9][NH:10][C:19](=[O:18])[C:20]2[CH:21]=[C:22]([C:37]3[CH:42]=[CH:41][CH:40]=[C:39]([Cl:43])[CH:38]=3)[C:23]([O:33][CH2:34][CH2:35][OH:36])=[C:24]([C:26]3[CH:31]=[CH:30][CH:29]=[C:28]([Cl:32])[CH:27]=3)[CH:25]=2)[CH:6]=[CH:5][CH:4]=[CH:3][CH:2]=1. (2) The reactants are [Cl:1][C:2]1[CH:18]=[CH:17][C:5]2[CH2:6][CH2:7][N:8]([C:11](=[O:16])[C:12]([F:15])([F:14])[F:13])[CH2:9][CH2:10][C:4]=2[C:3]=1OS(C(F)(F)F)(=O)=O.[NH2:27][C@H:28]1[C:36]2[C:31](=[CH:32][CH:33]=[CH:34][CH:35]=2)[CH2:30][CH2:29]1. The catalyst is C1(C)C=CC=CC=1. The product is [Cl:1][C:2]1[CH:18]=[CH:17][C:5]2[CH2:6][CH2:7][N:8]([C:11](=[O:16])[C:12]([F:15])([F:14])[F:13])[CH2:9][CH2:10][C:4]=2[C:3]=1[NH:27][CH:28]1[C:36]2[C:31](=[CH:32][CH:33]=[CH:34][CH:35]=2)[CH2:30][CH2:29]1. The yield is 0.670. (3) The reactants are [CH:1]12[CH2:20][CH2:19][CH2:18][CH:14]([CH2:15][CH2:16][CH2:17]1)B12[H]B2([CH:14]3[CH2:18][CH2:19][CH2:20][CH:1]2[CH2:17][CH2:16][CH2:15]3)[H]1.[OH2:21].Br[C:23]1[CH:24]=[CH:25][CH:26]=[C:27]2[C:31]=1[NH:30][CH2:29][CH2:28]2.[O-]P([O-])([O-])=O.[K+].[K+].[K+].C1[CH2:44][O:43][CH2:42]C1. The catalyst is CN(C=O)C.C1C=CC(P(C2C=CC=CC=2)[C-]2C=CC=C2)=CC=1.C1C=CC(P(C2C=CC=CC=2)[C-]2C=CC=C2)=CC=1.Cl[Pd]Cl.[Fe+2]. The product is [NH:30]1[C:31]2[C:27](=[CH:26][CH:25]=[CH:24][C:23]=2[CH2:14][CH2:18][C:19]2[CH:15]=[CH:16][C:17]([C:42]([O:43][CH3:44])=[O:21])=[CH:1][CH:20]=2)[CH2:28][CH2:29]1. The yield is 0.330. (4) The reactants are [Br:1][C:2]1[C:3]([NH2:8])=[N:4][CH:5]=[CH:6][CH:7]=1.Br[CH2:10][C:11](=O)[CH2:12][CH2:13][C:14]#[C:15][Si:16]([CH3:19])([CH3:18])[CH3:17]. No catalyst specified. The product is [Br:1][C:2]1[C:3]2[N:4]([CH:10]=[C:11]([CH2:12][CH2:13][C:14]#[C:15][Si:16]([CH3:19])([CH3:18])[CH3:17])[N:8]=2)[CH:5]=[CH:6][CH:7]=1. The yield is 0.610. (5) The reactants are Br[C:2]1[C:6]([CH3:8])([CH3:7])[O:5]/[C:4](=[C:9]2/[C:10](=[O:19])[NH:11][C:12]3[C:17]/2=[CH:16][CH:15]=[C:14]([F:18])[CH:13]=3)/[CH:3]=1.[F:20][C:21]1[CH:26]=[C:25](B(O)O)[CH:24]=[CH:23][N:22]=1.[F-].[K+].C(OCC)(=O)C. The catalyst is O1CCOCC1.O.C1C=CC(P(C2C=CC=CC=2)[C-]2C=CC=C2)=CC=1.C1C=CC(P(C2C=CC=CC=2)[C-]2C=CC=C2)=CC=1.Cl[Pd]Cl.[Fe+2]. The product is [F:18][C:14]1[CH:13]=[C:12]2[C:17](/[C:9](=[C:4]3\[O:5][C:6]([CH3:8])([CH3:7])[C:2]([C:25]4[CH:24]=[CH:23][N:22]=[C:21]([F:20])[CH:26]=4)=[CH:3]\3)/[C:10](=[O:19])[NH:11]2)=[CH:16][CH:15]=1. The yield is 0.570.